From a dataset of Peptide-MHC class I binding affinity with 185,985 pairs from IEDB/IMGT. Regression. Given a peptide amino acid sequence and an MHC pseudo amino acid sequence, predict their binding affinity value. This is MHC class I binding data. (1) The peptide sequence is IVTDSQYAL. The MHC is HLA-B54:01 with pseudo-sequence HLA-B54:01. The binding affinity (normalized) is 0. (2) The peptide sequence is YSKIRGAAL. The MHC is HLA-B08:02 with pseudo-sequence HLA-B08:02. The binding affinity (normalized) is 0.436. (3) The peptide sequence is ASKSASVYY. The MHC is HLA-A23:01 with pseudo-sequence HLA-A23:01. The binding affinity (normalized) is 0. (4) The peptide sequence is YIASIFMPR. The MHC is HLA-B18:01 with pseudo-sequence HLA-B18:01. The binding affinity (normalized) is 0.0847.